From a dataset of Peptide-MHC class II binding affinity with 134,281 pairs from IEDB. Regression. Given a peptide amino acid sequence and an MHC pseudo amino acid sequence, predict their binding affinity value. This is MHC class II binding data. (1) The peptide sequence is ILELAQSETCSPGGQ. The MHC is HLA-DPA10201-DPB11401 with pseudo-sequence HLA-DPA10201-DPB11401. The binding affinity (normalized) is 0. (2) The peptide sequence is RSIQDNQVAYLIIGIK. The MHC is DRB1_0404 with pseudo-sequence DRB1_0404. The binding affinity (normalized) is 0.563. (3) The peptide sequence is KISGEWYSIFLASDVK. The MHC is HLA-DQA10101-DQB10501 with pseudo-sequence HLA-DQA10101-DQB10501. The binding affinity (normalized) is 0.431.